This data is from Full USPTO retrosynthesis dataset with 1.9M reactions from patents (1976-2016). The task is: Predict the reactants needed to synthesize the given product. (1) Given the product [F:10][C:11]1[CH:12]=[C:13]([CH:16]=[CH:17][CH:18]=1)[CH2:14][NH:15][C:7]([C:3]1[S:4][CH:5]=[CH:6][C:2]=1[CH3:1])=[O:9], predict the reactants needed to synthesize it. The reactants are: [CH3:1][C:2]1[CH:6]=[CH:5][S:4][C:3]=1[C:7]([OH:9])=O.[F:10][C:11]1[CH:12]=[C:13]([CH:16]=[CH:17][CH:18]=1)[CH2:14][NH2:15]. (2) Given the product [O:1]1[CH2:5][CH2:4][O:3][CH:2]1[CH2:6][C:7]1[CH:8]=[C:9]([CH:10]=[CH:11][CH:12]=1)[CH2:13][O:14][C:16]1[CH:17]=[C:18]([CH:21]=[CH:22][CH:23]=1)[CH:19]=[O:20], predict the reactants needed to synthesize it. The reactants are: [O:1]1[CH2:5][CH2:4][O:3][CH:2]1[CH2:6][C:7]1[CH:8]=[C:9]([CH2:13][OH:14])[CH:10]=[CH:11][CH:12]=1.O[C:16]1[CH:17]=[C:18]([CH:21]=[CH:22][CH:23]=1)[CH:19]=[O:20].OC1C=C(C=CC=1)C(C1C=CC=CC=1)=O. (3) Given the product [C:1]([O:5][C:6](=[O:7])[NH:8][CH:9]([CH2:25][C:26]1[S:27][CH:28]=[CH:29][C:30]=1[F:31])[C:10]([NH:12][C@:13]1([C:22]([NH2:33])=[O:24])[CH2:15][C@@H:14]1[C:16]1[CH:21]=[CH:20][CH:19]=[CH:18][CH:17]=1)=[O:11])([CH3:2])([CH3:3])[CH3:4], predict the reactants needed to synthesize it. The reactants are: [C:1]([O:5][C:6]([NH:8][CH:9]([CH2:25][C:26]1[S:27][CH:28]=[CH:29][C:30]=1[F:31])[C:10]([NH:12][C@:13]1([C:22]([OH:24])=O)[CH2:15][C@@H:14]1[C:16]1[CH:21]=[CH:20][CH:19]=[CH:18][CH:17]=1)=[O:11])=[O:7])([CH3:4])([CH3:3])[CH3:2].C[N:33](C(ON1N=NC2C=CC=NC1=2)=[N+](C)C)C.F[P-](F)(F)(F)(F)F.[OH-].[NH4+]. (4) Given the product [C:1]([OH:8])(=[O:7])[CH2:2][C:3]([CH2:19][C:18]([OH:37])=[O:17])([C:4]([OH:6])=[O:5])[OH:16], predict the reactants needed to synthesize it. The reactants are: [C:1]([OH:8])(=[O:7])[CH2:2][CH2:3][C:4]([OH:6])=[O:5].C=CN1C(=[O:16])CCC1.[OH:17][CH:18]1[O:37][C@H](CO)[C@@H]([O:17][C@@H:18]2[O:37][C@H](CO)[C@H](O)[C@H](O)[C@H:19]2O)[C@H](O)[C@H:19]1O.C([O-])(=O)CCCCCCCCCCCCCCCCC.[Mg+2].C([O-])(=O)CCCCCCCCCCCCCCCCC.